Dataset: Reaction yield outcomes from USPTO patents with 853,638 reactions. Task: Predict the reaction yield, written as a fraction of the theoretical maximum amount of product (1.0 means a 100% yield; for example, 0.34 means a 34% yield). (1) The reactants are [CH:1](=O)[CH3:2].[CH3:4][O:5][C:6]1[CH:11]=[C:10]([CH:12]2[CH2:17][CH2:16][NH:15][CH2:14][CH2:13]2)[CH:9]=[CH:8][C:7]=1[NH:18][C:19]1[N:24]=[C:23]([CH2:25][CH2:26][C:27]2[CH:32]=[CH:31][CH:30]=[CH:29][C:28]=2[CH2:33][C:34]([NH2:36])=[O:35])[C:22]([C:37]([F:40])([F:39])[F:38])=[CH:21][N:20]=1.C(O[BH-](OC(=O)C)OC(=O)C)(=O)C.[Na+].CO.C(Cl)Cl. The catalyst is CO.C(OCC)(=O)C. The product is [CH2:1]([N:15]1[CH2:16][CH2:17][CH:12]([C:10]2[CH:9]=[CH:8][C:7]([NH:18][C:19]3[N:24]=[C:23]([CH2:25][CH2:26][C:27]4[CH:32]=[CH:31][CH:30]=[CH:29][C:28]=4[CH2:33][C:34]([NH2:36])=[O:35])[C:22]([C:37]([F:38])([F:39])[F:40])=[CH:21][N:20]=3)=[C:6]([O:5][CH3:4])[CH:11]=2)[CH2:13][CH2:14]1)[CH3:2]. The yield is 0.240. (2) The reactants are C([N:8](CC1C=CC=CC=1)[C:9]1[N:17]=[CH:16][N:15]=[C:14]2[C:10]=1[NH:11][C:12](=[O:31])[N:13]2[C@@H:18]1[CH2:23][CH2:22][CH2:21][N:20]([C:24]([O:26][C:27]([CH3:30])([CH3:29])[CH3:28])=[O:25])[CH2:19]1)C1C=CC=CC=1.Cl. The catalyst is CO.[OH-].[OH-].[Pd+2]. The product is [NH2:8][C:9]1[N:17]=[CH:16][N:15]=[C:14]2[C:10]=1[NH:11][C:12](=[O:31])[N:13]2[C@@H:18]1[CH2:23][CH2:22][CH2:21][N:20]([C:24]([O:26][C:27]([CH3:29])([CH3:28])[CH3:30])=[O:25])[CH2:19]1. The yield is 1.00. (3) The reactants are Br[C:2]1[N:7]=[C:6]([CH2:8][CH2:9][O:10][CH2:11][N:12]2[C:16]3[CH:17]=[CH:18][CH:19]=[CH:20][C:15]=3[N:14]=[C:13]2[NH:21][CH:22]2[CH2:27][CH2:26][N:25]([C:28]([O:30][C:31]([CH3:34])([CH3:33])[CH3:32])=[O:29])[CH2:24][CH2:23]2)[CH:5]=[CH:4][CH:3]=1.[NH:35]([CH3:37])[CH3:36]. The catalyst is O1CCCC1.[Pd]. The product is [CH3:36][N:35]([CH3:37])[C:2]1[N:7]=[C:6]([CH2:8][CH2:9][O:10][CH2:11][N:12]2[C:16]3[CH:17]=[CH:18][CH:19]=[CH:20][C:15]=3[N:14]=[C:13]2[NH:21][CH:22]2[CH2:27][CH2:26][N:25]([C:28]([O:30][C:31]([CH3:34])([CH3:33])[CH3:32])=[O:29])[CH2:24][CH2:23]2)[CH:5]=[CH:4][CH:3]=1. The yield is 0.860. (4) The reactants are [NH2:1][C@@H:2]1[CH2:26][CH2:25][C@@:24]2([CH3:27])[C:4](=[CH:5][CH2:6][C@@H:7]3[C@@H:23]2[CH2:22][CH2:21][C@@:20]2([CH3:28])[C@H:8]3[CH2:9][CH2:10][C@@H:11]2[C@H:12]([CH3:19])[CH2:13][CH2:14][CH2:15][CH:16]([CH3:18])[CH3:17])[CH2:3]1.[ClH:29]. The catalyst is C(OCC)C. The product is [ClH:29].[NH2:1][C@@H:2]1[CH2:26][CH2:25][C@@:24]2([CH3:27])[C:4](=[CH:5][CH2:6][C@@H:7]3[C@@H:23]2[CH2:22][CH2:21][C@@:20]2([CH3:28])[C@H:8]3[CH2:9][CH2:10][C@@H:11]2[C@H:12]([CH3:19])[CH2:13][CH2:14][CH2:15][CH:16]([CH3:18])[CH3:17])[CH2:3]1. The yield is 0.460.